This data is from Reaction yield outcomes from USPTO patents with 853,638 reactions. The task is: Predict the reaction yield, written as a fraction of the theoretical maximum amount of product (1.0 means a 100% yield; for example, 0.34 means a 34% yield). The reactants are Br[CH2:2][C:3]1[CH:8]=[CH:7][C:6]([Cl:9])=[C:5]([O:10][CH3:11])[CH:4]=1.[C-:12]#[N:13].[Na+]. The catalyst is C(O)C. The product is [Cl:9][C:6]1[CH:7]=[CH:8][C:3]([CH2:2][C:12]#[N:13])=[CH:4][C:5]=1[O:10][CH3:11]. The yield is 0.480.